From a dataset of Full USPTO retrosynthesis dataset with 1.9M reactions from patents (1976-2016). Predict the reactants needed to synthesize the given product. (1) Given the product [CH2:18]([O:20][C:21](=[O:29])[C:22]1[CH:27]=[CH:26][C:25]([CH:15]2[CH:16]=[CH:17][CH:13]([C:5]3[CH:6]=[C:7]([O:11][CH3:12])[C:8]([O:9][CH3:10])=[C:3]([O:2][CH3:1])[CH:4]=3)[O:14]2)=[CH:24][CH:23]=1)[CH3:19], predict the reactants needed to synthesize it. The reactants are: [CH3:1][O:2][C:3]1[CH:4]=[C:5]([CH:13]2[CH2:17][CH:16]=[CH:15][O:14]2)[CH:6]=[C:7]([O:11][CH3:12])[C:8]=1[O:9][CH3:10].[CH2:18]([O:20][C:21](=[O:29])[C:22]1[CH:27]=[CH:26][C:25](I)=[CH:24][CH:23]=1)[CH3:19].C1C=CC(P(C2C=CC=CC=2)C2C=CC=CC=2)=CC=1. (2) The reactants are: Cl[C:2]1[N:7]=[C:6]([CH3:8])[N:5]=[C:4]([N:9]2[C:17]3[C:12](=[CH:13][C:14]([C:18]([NH:20][CH2:21][C:22]4[CH:27]=[CH:26][CH:25]=[CH:24][C:23]=4[C:28]([F:31])([F:30])[F:29])=[O:19])=[CH:15][CH:16]=3)[CH2:11][CH2:10]2)[CH:3]=1.[CH3:32][NH2:33].CCO. Given the product [CH3:8][C:6]1[N:5]=[C:4]([N:9]2[C:17]3[C:12](=[CH:13][C:14]([C:18]([NH:20][CH2:21][C:22]4[CH:27]=[CH:26][CH:25]=[CH:24][C:23]=4[C:28]([F:31])([F:30])[F:29])=[O:19])=[CH:15][CH:16]=3)[CH2:11][CH2:10]2)[CH:3]=[C:2]([NH:33][CH3:32])[N:7]=1, predict the reactants needed to synthesize it. (3) Given the product [C:12]([O:11][C:9]([N:6]1[CH2:7][CH2:8][C:2]2[N:3]([CH:21]=[N:25][N:26]=2)[CH2:4][CH2:5]1)=[O:10])([CH3:15])([CH3:14])[CH3:13], predict the reactants needed to synthesize it. The reactants are: O=[C:2]1[CH2:8][CH2:7][N:6]([C:9]([O:11][C:12]([CH3:15])([CH3:14])[CH3:13])=[O:10])[CH2:5][CH2:4][NH:3]1.F[B-](F)(F)F.[CH3:21][O+](C)C.[NH2:25][NH2:26].